From a dataset of NCI-60 drug combinations with 297,098 pairs across 59 cell lines. Regression. Given two drug SMILES strings and cell line genomic features, predict the synergy score measuring deviation from expected non-interaction effect. (1) Drug 1: CN1CCC(CC1)COC2=C(C=C3C(=C2)N=CN=C3NC4=C(C=C(C=C4)Br)F)OC. Drug 2: C1CNP(=O)(OC1)N(CCCl)CCCl. Cell line: CAKI-1. Synergy scores: CSS=36.1, Synergy_ZIP=5.76, Synergy_Bliss=6.75, Synergy_Loewe=-58.3, Synergy_HSA=2.42. (2) Drug 1: CC1=C2C(C(=O)C3(C(CC4C(C3C(C(C2(C)C)(CC1OC(=O)C(C(C5=CC=CC=C5)NC(=O)OC(C)(C)C)O)O)OC(=O)C6=CC=CC=C6)(CO4)OC(=O)C)OC)C)OC. Drug 2: CC1=CC2C(CCC3(C2CCC3(C(=O)C)OC(=O)C)C)C4(C1=CC(=O)CC4)C. Cell line: RXF 393. Synergy scores: CSS=52.3, Synergy_ZIP=14.4, Synergy_Bliss=19.5, Synergy_Loewe=-12.4, Synergy_HSA=16.6. (3) Drug 1: CC1C(C(CC(O1)OC2CC(OC(C2O)C)OC3=CC4=CC5=C(C(=O)C(C(C5)C(C(=O)C(C(C)O)O)OC)OC6CC(C(C(O6)C)O)OC7CC(C(C(O7)C)O)OC8CC(C(C(O8)C)O)(C)O)C(=C4C(=C3C)O)O)O)O. Drug 2: CNC(=O)C1=NC=CC(=C1)OC2=CC=C(C=C2)NC(=O)NC3=CC(=C(C=C3)Cl)C(F)(F)F. Cell line: HCC-2998. Synergy scores: CSS=58.6, Synergy_ZIP=3.12, Synergy_Bliss=-4.03, Synergy_Loewe=-11.3, Synergy_HSA=-7.27. (4) Drug 1: COC1=C(C=C2C(=C1)N=CN=C2NC3=CC(=C(C=C3)F)Cl)OCCCN4CCOCC4. Drug 2: CC1C(C(=O)NC(C(=O)N2CCCC2C(=O)N(CC(=O)N(C(C(=O)O1)C(C)C)C)C)C(C)C)NC(=O)C3=C4C(=C(C=C3)C)OC5=C(C(=O)C(=C(C5=N4)C(=O)NC6C(OC(=O)C(N(C(=O)CN(C(=O)C7CCCN7C(=O)C(NC6=O)C(C)C)C)C)C(C)C)C)N)C. Cell line: SR. Synergy scores: CSS=95.1, Synergy_ZIP=40.8, Synergy_Bliss=39.1, Synergy_Loewe=2.23, Synergy_HSA=41.5. (5) Drug 1: CCCCCOC(=O)NC1=NC(=O)N(C=C1F)C2C(C(C(O2)C)O)O. Drug 2: CCC1=C2CN3C(=CC4=C(C3=O)COC(=O)C4(CC)O)C2=NC5=C1C=C(C=C5)O. Synergy scores: CSS=7.60, Synergy_ZIP=-0.826, Synergy_Bliss=0.0117, Synergy_Loewe=-34.0, Synergy_HSA=-1.44. Cell line: NCI-H226. (6) Drug 1: CN1C2=C(C=C(C=C2)N(CCCl)CCCl)N=C1CCCC(=O)O.Cl. Drug 2: COC1=NC(=NC2=C1N=CN2C3C(C(C(O3)CO)O)O)N. Cell line: SF-295. Synergy scores: CSS=12.1, Synergy_ZIP=-6.36, Synergy_Bliss=-7.02, Synergy_Loewe=-3.25, Synergy_HSA=-2.04.